Dataset: Forward reaction prediction with 1.9M reactions from USPTO patents (1976-2016). Task: Predict the product of the given reaction. (1) Given the reactants [CH3:1][N:2]1[CH2:7][CH2:6][CH:5]([OH:8])[CH2:4][CH2:3]1.[H-].[Na+].F[C:12]1[CH:17]=[CH:16][C:15]([I:18])=[CH:14][CH:13]=1, predict the reaction product. The product is: [I:18][C:15]1[CH:16]=[CH:17][C:12]([O:8][CH:5]2[CH2:6][CH2:7][N:2]([CH3:1])[CH2:3][CH2:4]2)=[CH:13][CH:14]=1. (2) Given the reactants [C:1]([O:5][C:6](=[O:16])[C@@H](/N=C/CC(C)(C)C)C)([CH3:4])([CH3:3])[CH3:2].[Cl:17][C:18]1[CH:19]=[C:20](/[CH:24]=[C:25](/[C:28]2[CH:33]=[CH:32][C:31]([Cl:34])=[CH:30][CH:29]=2)\[C:26]#[N:27])[CH:21]=[CH:22][CH:23]=1.C([N:37]([CH2:40][CH3:41])[CH2:38][CH3:39])C, predict the reaction product. The product is: [C:1]([O:5][C:6]([C:40]1([CH3:41])[CH:24]([C:20]2[CH:21]=[CH:22][CH:23]=[C:18]([Cl:17])[CH:19]=2)[C:25]([C:28]2[CH:29]=[CH:30][C:31]([Cl:34])=[CH:32][CH:33]=2)([C:26]#[N:27])[CH:38]([CH2:39][C:1]([CH3:4])([CH3:3])[CH3:2])[NH:37]1)=[O:16])([CH3:2])([CH3:3])[CH3:4]. (3) Given the reactants C([O:3][C:4]([C:6]1([CH2:22][CH2:23][NH2:24])[CH2:11][CH2:10][N:9]([S:12]([C:15]2[CH:20]=[CH:19][CH:18]=[CH:17][C:16]=2[Cl:21])(=[O:14])=[O:13])[CH2:8][CH2:7]1)=O)C.[Cl-].C[Al+]C.CO, predict the reaction product. The product is: [Cl:21][C:16]1[CH:17]=[CH:18][CH:19]=[CH:20][C:15]=1[S:12]([N:9]1[CH2:10][CH2:11][C:6]2([C:4](=[O:3])[NH:24][CH2:23][CH2:22]2)[CH2:7][CH2:8]1)(=[O:13])=[O:14].